Dataset: CYP3A4 inhibition data for predicting drug metabolism from PubChem BioAssay. Task: Regression/Classification. Given a drug SMILES string, predict its absorption, distribution, metabolism, or excretion properties. Task type varies by dataset: regression for continuous measurements (e.g., permeability, clearance, half-life) or binary classification for categorical outcomes (e.g., BBB penetration, CYP inhibition). Dataset: cyp3a4_veith. (1) The molecule is N#Cc1cccc(-c2nc3cnc(N4CCOCC4)nc3n(C[C@H]3CCCO3)c2=O)c1. The result is 0 (non-inhibitor). (2) The molecule is CC(=O)N1CCC2(CCN(Cc3nccs3)CC2)CC1. The result is 0 (non-inhibitor). (3) The molecule is CN(Cc1ccco1)c1cc(-c2cccc(C#N)c2)ncn1. The result is 0 (non-inhibitor). (4) The molecule is CC(C)N1CCN(c2ccc(OC[C@@H]3CO[C@@](Cn4cncn4)(c4ccc(Cl)cc4Cl)O3)cc2)CC1. The result is 1 (inhibitor).